This data is from Full USPTO retrosynthesis dataset with 1.9M reactions from patents (1976-2016). The task is: Predict the reactants needed to synthesize the given product. (1) The reactants are: [Cl:1][C:2]1[CH:3]=[C:4]2[C:8](=[CH:9][CH:10]=1)[N:7]([C:11]1[N:15]([CH3:16])[N:14]=[C:13]([CH3:17])[C:12]=1[CH2:18][CH2:19][S:20]([NH2:23])(=[O:22])=[O:21])[CH:6]=[CH:5]2.[C:24](Cl)(=[O:28])[O:25][CH2:26][CH3:27].Cl. Given the product [Cl:1][C:2]1[CH:3]=[C:4]2[C:8](=[CH:9][CH:10]=1)[N:7]([C:11]1[N:15]([CH3:16])[N:14]=[C:13]([CH3:17])[C:12]=1[CH2:18][CH2:19][S:20]([NH:23][C:24](=[O:28])[O:25][CH2:26][CH3:27])(=[O:22])=[O:21])[CH:6]=[CH:5]2, predict the reactants needed to synthesize it. (2) Given the product [OH:36][CH2:35][C@@H:34]1[C@H:32]2[O:28][C:14]([CH2:13][CH2:12][CH2:11][CH2:10][CH2:9][CH2:8][CH2:7][CH2:6][CH2:5][CH2:4][CH2:3][CH2:2][CH3:1])([CH2:15][CH2:16][CH2:17][CH2:18][CH2:19][CH2:20][CH2:21][CH2:22][CH2:23][CH2:24][CH2:25][CH2:26][CH3:27])[O:31][C@H:30]2[C@H:29]([N:38]2[CH:45]=[CH:44][C:42](=[O:43])[NH:41][C:39]2=[O:40])[O:37]1, predict the reactants needed to synthesize it. The reactants are: [CH3:1][CH2:2][CH2:3][CH2:4][CH2:5][CH2:6][CH2:7][CH2:8][CH2:9][CH2:10][CH2:11][CH2:12][CH2:13][C:14](=[O:28])[CH2:15][CH2:16][CH2:17][CH2:18][CH2:19][CH2:20][CH2:21][CH2:22][CH2:23][CH2:24][CH2:25][CH2:26][CH3:27].[C@@H:29]1([N:38]2[CH:45]=[CH:44][C:42](=[O:43])[NH:41][C:39]2=[O:40])[O:37][C@H:34]([CH2:35][OH:36])[C@@H:32](O)[C@H:30]1[OH:31].CC1C=CC(S(O)(=O)=O)=CC=1.C(OC(OCC)OCC)C.N=[N+]=[N-]. (3) Given the product [Br:1][C:2]1[C:7]([F:8])=[CH:6][CH:5]=[C:4]([N+:9]([O-:11])=[O:10])[C:3]=1[O:12][CH2:22][C:23]([CH3:24])=[O:25], predict the reactants needed to synthesize it. The reactants are: [Br:1][C:2]1[C:7]([F:8])=[CH:6][CH:5]=[C:4]([N+:9]([O-:11])=[O:10])[C:3]=1[OH:12].C([O-])([O-])=O.[K+].[K+].[Na+].[I-].Cl[CH2:22][C:23](=[O:25])[CH3:24]. (4) Given the product [F:1][C:2]1[CH:3]=[CH:4][C:5]([C:8]2[N:12]([CH2:13][CH:14]=[CH:15][C:16]3[CH:21]=[CH:20][C:19]([C:22]4[O:26][C:25]([CH:27]=[C:34]5[S:30][C:31](=[O:36])[NH:32][C:33]5=[O:35])=[CH:24][CH:23]=4)=[CH:18][CH:17]=3)[C:11](=[O:29])[NH:10][N:9]=2)=[CH:6][CH:7]=1, predict the reactants needed to synthesize it. The reactants are: [F:1][C:2]1[CH:7]=[CH:6][C:5]([C:8]2[N:12]([CH2:13][CH:14]=[CH:15][C:16]3[CH:21]=[CH:20][C:19]([C:22]4[O:26][C:25]([CH:27]=O)=[CH:24][CH:23]=4)=[CH:18][CH:17]=3)[C:11](=[O:29])[NH:10][N:9]=2)=[CH:4][CH:3]=1.[S:30]1[CH2:34][C:33](=[O:35])[NH:32][C:31]1=[O:36].N1CCCCC1. (5) Given the product [CH3:14][C:15]1([CH3:29])[CH2:20][O:19][B:18]([C:2]2[CH:7]=[CH:6][C:5]([CH:8]3[CH2:13][CH2:12][O:11][CH2:10][CH2:9]3)=[CH:4][CH:3]=2)[O:17][CH2:16]1, predict the reactants needed to synthesize it. The reactants are: Br[C:2]1[CH:7]=[CH:6][C:5]([CH:8]2[CH2:13][CH2:12][O:11][CH2:10][CH2:9]2)=[CH:4][CH:3]=1.[CH3:14][C:15]1([CH3:29])[CH2:20][O:19][B:18]([B:18]2[O:19][CH2:20][C:15]([CH3:29])([CH3:14])[CH2:16][O:17]2)[O:17][CH2:16]1.C([O-])(=O)C.[K+].O.